Dataset: Forward reaction prediction with 1.9M reactions from USPTO patents (1976-2016). Task: Predict the product of the given reaction. (1) Given the reactants [NH2:1][C:2]1[CH:7]=[CH:6][C:5]([CH:8]([CH2:18][CH:19]2[CH2:23][CH2:22][CH2:21][CH2:20]2)[C:9]([NH:11][C:12]2[CH:17]=[CH:16][CH:15]=[CH:14][N:13]=2)=[O:10])=[CH:4][CH:3]=1.C(N(CC)C(C)C)(C)C.Cl.[C:34](Cl)(=[O:41])[C:35]1[CH:40]=[CH:39][CH:38]=[N:37][CH:36]=1, predict the reaction product. The product is: [CH:19]1([CH2:18][CH:8]([C:5]2[CH:4]=[CH:3][C:2]([NH:1][C:34](=[O:41])[C:35]3[CH:40]=[CH:39][CH:38]=[N:37][CH:36]=3)=[CH:7][CH:6]=2)[C:9](=[O:10])[NH:11][C:12]2[CH:17]=[CH:16][CH:15]=[CH:14][N:13]=2)[CH2:23][CH2:22][CH2:21][CH2:20]1. (2) Given the reactants [F:1][C:2]1([F:19])[C:6]2[N:7]([CH2:14][C:15]([OH:17])=[O:16])[N:8]=[C:9]([C:10]([F:13])([F:12])[F:11])[C:5]=2[C@H:4]2[CH2:18][C@@H:3]12.O[N:21]1[C:25](=[O:26])[CH2:24][CH2:23][C:22]1=[O:27].N1C=CC=CC=1.S(Cl)(Cl)=O, predict the reaction product. The product is: [F:19][C:2]1([F:1])[C:6]2[N:7]([CH2:14][C:15]([O:17][N:21]3[C:25](=[O:26])[CH2:24][CH2:23][C:22]3=[O:27])=[O:16])[N:8]=[C:9]([C:10]([F:13])([F:11])[F:12])[C:5]=2[C@H:4]2[CH2:18][C@@H:3]12. (3) Given the reactants [NH2:1][CH2:2][CH2:3][N:4]([CH2:15][CH3:16])[CH2:5][CH2:6][O:7][C:8]1[C:9]([F:14])=[N:10][CH:11]=[CH:12][CH:13]=1.[I:17][C:18]1[CH:19]=[C:20]2[C:25](=[CH:26][CH:27]=1)[N:24]=[C:23]([C:28](OCC)=[O:29])[CH:22]=[CH:21]2.C(N(CCNC(C1C=NC2C(=CC=C(I)C=2)N=1)=O)CCOC1C(F)=NC=CC=1)C, predict the reaction product. The product is: [CH2:15]([N:4]([CH2:3][CH2:2][NH:1][C:28]([C:23]1[CH:22]=[CH:21][C:20]2[C:25](=[CH:26][CH:27]=[C:18]([I:17])[CH:19]=2)[N:24]=1)=[O:29])[CH2:5][CH2:6][O:7][C:8]1[C:9]([F:14])=[N:10][CH:11]=[CH:12][CH:13]=1)[CH3:16]. (4) Given the reactants FC(F)(F)[C:3]([C:5]1[C:13]2[C:8](=[CH:9][C:10]([N+:14]([O-:16])=[O:15])=[CH:11][CH:12]=2)[NH:7][CH:6]=1)=[O:4].[OH-:19].[Na+].Cl, predict the reaction product. The product is: [N+:14]([C:10]1[CH:9]=[C:8]2[C:13]([C:5]([C:3]([OH:4])=[O:19])=[CH:6][NH:7]2)=[CH:12][CH:11]=1)([O-:16])=[O:15]. (5) Given the reactants [C:1]1([C:7]2[O:11][C:10]([C:12]([OH:14])=O)=[CH:9][CH:8]=2)[CH:6]=[CH:5][CH:4]=[CH:3][CH:2]=1.[NH:15]([C:17]([O:19][C:20]([CH3:23])([CH3:22])[CH3:21])=[O:18])[NH2:16].C([O-])([O-])=O.[K+].[K+].CN(C(ON1N=NC2C=CC=NC1=2)=[N+](C)C)C.F[P-](F)(F)(F)(F)F, predict the reaction product. The product is: [C:1]1([C:7]2[O:11][C:10]([C:12]([NH:16][NH:15][C:17]([O:19][C:20]([CH3:23])([CH3:22])[CH3:21])=[O:18])=[O:14])=[CH:9][CH:8]=2)[CH:2]=[CH:3][CH:4]=[CH:5][CH:6]=1.